From a dataset of HIV replication inhibition screening data with 41,000+ compounds from the AIDS Antiviral Screen. Binary Classification. Given a drug SMILES string, predict its activity (active/inactive) in a high-throughput screening assay against a specified biological target. (1) The molecule is Cc1ccc([N+](=O)[O-])c2c(NCC(O)CO)ccnc12.Cl. The result is 0 (inactive). (2) The drug is CC1(c2ccccc2)Sc2ccccc2-n2cccc2C1=O. The result is 1 (active).